Dataset: Peptide-MHC class I binding affinity with 185,985 pairs from IEDB/IMGT. Task: Regression. Given a peptide amino acid sequence and an MHC pseudo amino acid sequence, predict their binding affinity value. This is MHC class I binding data. The peptide sequence is DEWECTRDD. The MHC is HLA-A02:16 with pseudo-sequence HLA-A02:16. The binding affinity (normalized) is 0.0847.